Dataset: NCI-60 drug combinations with 297,098 pairs across 59 cell lines. Task: Regression. Given two drug SMILES strings and cell line genomic features, predict the synergy score measuring deviation from expected non-interaction effect. (1) Drug 1: CC1OCC2C(O1)C(C(C(O2)OC3C4COC(=O)C4C(C5=CC6=C(C=C35)OCO6)C7=CC(=C(C(=C7)OC)O)OC)O)O. Drug 2: COC1=CC(=CC(=C1O)OC)C2C3C(COC3=O)C(C4=CC5=C(C=C24)OCO5)OC6C(C(C7C(O6)COC(O7)C8=CC=CS8)O)O. Cell line: UACC62. Synergy scores: CSS=50.0, Synergy_ZIP=2.28, Synergy_Bliss=2.26, Synergy_Loewe=5.24, Synergy_HSA=8.01. (2) Drug 1: CCCCC(=O)OCC(=O)C1(CC(C2=C(C1)C(=C3C(=C2O)C(=O)C4=C(C3=O)C=CC=C4OC)O)OC5CC(C(C(O5)C)O)NC(=O)C(F)(F)F)O. Drug 2: CC1CCC2CC(C(=CC=CC=CC(CC(C(=O)C(C(C(=CC(C(=O)CC(OC(=O)C3CCCCN3C(=O)C(=O)C1(O2)O)C(C)CC4CCC(C(C4)OC)O)C)C)O)OC)C)C)C)OC. Cell line: MALME-3M. Synergy scores: CSS=48.7, Synergy_ZIP=8.11, Synergy_Bliss=11.7, Synergy_Loewe=7.62, Synergy_HSA=8.69. (3) Drug 1: CN(C)N=NC1=C(NC=N1)C(=O)N. Drug 2: CC12CCC3C(C1CCC2OP(=O)(O)O)CCC4=C3C=CC(=C4)OC(=O)N(CCCl)CCCl.[Na+]. Cell line: CAKI-1. Synergy scores: CSS=4.89, Synergy_ZIP=-4.48, Synergy_Bliss=-4.86, Synergy_Loewe=-3.06, Synergy_HSA=-2.87. (4) Drug 1: CC1OCC2C(O1)C(C(C(O2)OC3C4COC(=O)C4C(C5=CC6=C(C=C35)OCO6)C7=CC(=C(C(=C7)OC)O)OC)O)O. Synergy scores: CSS=7.31, Synergy_ZIP=-4.08, Synergy_Bliss=1.01, Synergy_Loewe=-0.608, Synergy_HSA=-1.24. Drug 2: CC1=C(C=C(C=C1)C(=O)NC2=CC(=CC(=C2)C(F)(F)F)N3C=C(N=C3)C)NC4=NC=CC(=N4)C5=CN=CC=C5. Cell line: EKVX.